From a dataset of Forward reaction prediction with 1.9M reactions from USPTO patents (1976-2016). Predict the product of the given reaction. (1) Given the reactants C(O[C:4]1(O[Si](C)(C)C)[CH2:6][CH2:5]1)C.[N+:12]([C:15]1[CH:20]=[CH:19][C:18]([N:21]2[CH2:26][CH2:25][NH:24][CH2:23][CH2:22]2)=[CH:17][CH:16]=1)([O-:14])=[O:13].C(O)(=O)C.C([BH3-])#N.[Na+], predict the reaction product. The product is: [CH:4]1([N:24]2[CH2:25][CH2:26][N:21]([C:18]3[CH:17]=[CH:16][C:15]([N+:12]([O-:14])=[O:13])=[CH:20][CH:19]=3)[CH2:22][CH2:23]2)[CH2:5][CH2:6]1. (2) Given the reactants C[O:2][C:3]1[C:8]2[CH:9]=[CH:10][O:11][C:7]=2[C:6]([C:12]2[C:13](=[O:31])[NH:14][C:15](=[O:30])[C:16]=2[C:17]2[C:25]3[C:20](=[CH:21][CH:22]=[CH:23][CH:24]=3)[N:19]([CH2:26][CH2:27][CH2:28][OH:29])[CH:18]=2)=[CH:5][CH:4]=1.B(Br)(Br)Br, predict the reaction product. The product is: [OH:2][C:3]1[C:8]2[CH:9]=[CH:10][O:11][C:7]=2[C:6]([C:12]2[C:13](=[O:31])[NH:14][C:15](=[O:30])[C:16]=2[C:17]2[C:25]3[C:20](=[CH:21][CH:22]=[CH:23][CH:24]=3)[N:19]([CH2:26][CH2:27][CH2:28][OH:29])[CH:18]=2)=[CH:5][CH:4]=1. (3) Given the reactants [Cl:1][C:2]1[CH:7]=[C:6]2[NH:8][C:9](=[O:39])[C:10]3([CH:15]([C:16]4[CH:21]=[C:20]([Cl:22])[CH:19]=[CH:18][C:17]=4[O:23]CC(C(O)=O)C)[CH2:14][C:13](=[O:30])[NH:12][CH:11]3[C:31]3[CH:36]=[C:35]([F:37])[CH:34]=[CH:33][C:32]=3[CH3:38])[C:5]2=[CH:4][CH:3]=1.Cl.[F:41][C:42]([F:46])([F:45])[CH2:43][NH2:44].CCN=C=N[CH2:52][CH2:53][CH2:54]N(C)C.Cl.C1C=CC2N(O)N=NC=2C=1.CCN(C(C)C)C(C)C.C1C[O:81][CH2:80]C1, predict the reaction product. The product is: [Cl:1][C:2]1[CH:7]=[C:6]2[NH:8][C:9](=[O:39])[C:10]3([CH:15]([C:16]4[CH:21]=[C:20]([Cl:22])[CH:19]=[CH:18][C:17]=4[O:23][C:53]([CH3:54])([C:80](=[O:81])[NH:44][CH2:43][C:42]([F:46])([F:45])[F:41])[CH3:52])[CH2:14][C:13](=[O:30])[NH:12][CH:11]3[C:31]3[CH:36]=[C:35]([F:37])[CH:34]=[CH:33][C:32]=3[CH3:38])[C:5]2=[CH:4][CH:3]=1. (4) Given the reactants [Cl:1][C:2]1[CH:3]=[N:4][CH:5]=[C:6]([Cl:26])[C:7]=1[NH:8][C:9]([C:11]1[C:19]2[C:18]3[CH:20]=[CH:21][CH:22]=[CH:23][C:17]=3[O:16][C:15]=2[C:14]([O:24][CH3:25])=[CH:13][CH:12]=1)=[O:10].ClC1C=CC=C(C(OO)=[O:35])C=1, predict the reaction product. The product is: [Cl:26][C:6]1[CH:5]=[N:4][CH:3]=[C:2]([Cl:1])[C:7]=1[NH+:8]([O-:35])[C:9]([C:11]1[C:19]2[C:18]3[CH:20]=[CH:21][CH:22]=[CH:23][C:17]=3[O:16][C:15]=2[C:14]([O:24][CH3:25])=[CH:13][CH:12]=1)=[O:10]. (5) Given the reactants CO[C:3](=[O:18])[CH:4]([C:11]1[CH:16]=[CH:15][CH:14]=[C:13]([Cl:17])[CH:12]=1)[CH2:5][CH:6]1[CH2:10][CH2:9][CH2:8][CH2:7]1.[NH2:19][C:20]1[S:21][CH:22]=[CH:23][N:24]=1.C[O-].[Mg+2].C[O-].CO, predict the reaction product. The product is: [Cl:17][C:13]1[CH:12]=[C:11]([CH:4]([CH2:5][CH:6]2[CH2:7][CH2:8][CH2:9][CH2:10]2)[C:3]([NH:19][C:20]2[S:21][CH:22]=[CH:23][N:24]=2)=[O:18])[CH:16]=[CH:15][CH:14]=1. (6) Given the reactants [C:1]([N:8]1[CH2:12][CH2:11][CH:10]([C:13]([OH:15])=O)[CH2:9]1)([O:3][C:4]([CH3:7])([CH3:6])[CH3:5])=[O:2].Cl.[CH3:17][N:18](C)[OH:19].[CH3:21]CN=C=NCCCN(C)C, predict the reaction product. The product is: [C:1]([N:8]1[CH2:12][CH2:11][CH:10]([C:13](=[O:15])[N:18]([CH3:17])[O:19][CH3:21])[CH2:9]1)([O:3][C:4]([CH3:5])([CH3:6])[CH3:7])=[O:2]. (7) Given the reactants [CH3:1][O:2][C:3]([C:5]1[NH:6][C:7]2[C:12]([CH:13]=1)=[CH:11][C:10]([F:14])=[C:9]([O:15]CC1C=CC=CC=1)[CH:8]=2)=[O:4], predict the reaction product. The product is: [CH3:1][O:2][C:3]([C:5]1[NH:6][C:7]2[C:12]([CH:13]=1)=[CH:11][C:10]([F:14])=[C:9]([OH:15])[CH:8]=2)=[O:4]. (8) The product is: [OH:24][C:23]1[C:22](=[O:25])[N:21]([CH3:26])[CH2:20][C:19]=1[C:17]([N:14]([CH2:13][C:10]1[CH:9]=[CH:8][C:7]([C:6]([OH:27])=[O:5])=[CH:12][CH:11]=1)[O:15][CH3:16])=[O:18]. Given the reactants C([O:5][C:6](=[O:27])[C:7]1[CH:12]=[CH:11][C:10]([CH2:13][N:14]([C:17]([C:19]2[CH2:20][N:21]([CH3:26])[C:22](=[O:25])[C:23]=2[OH:24])=[O:18])[O:15][CH3:16])=[CH:9][CH:8]=1)(C)(C)C.FC(F)(F)C(O)=O, predict the reaction product. (9) Given the reactants [CH2:1]([O:3][C:4]1[CH:9]=[C:8]([C:10]2[CH:15]=[CH:14][CH:13]=[CH:12][CH:11]=2)[N:7]=[C:6](C(O)=O)[CH:5]=1)[CH3:2].C([N:21]([CH2:24]C)CC)C.C1C=CC(P(N=[N+]=[N-])(C2C=CC=CC=2)=[O:33])=CC=1.[C:43]([OH:47])([CH3:46])([CH3:45])[CH3:44], predict the reaction product. The product is: [CH2:1]([O:3][C:4]1[CH:9]=[C:8]([C:10]2[CH:11]=[CH:12][CH:13]=[CH:14][CH:15]=2)[N:7]=[C:6]([NH:21][C:24](=[O:33])[O:47][C:43]([CH3:46])([CH3:45])[CH3:44])[CH:5]=1)[CH3:2].